From a dataset of Catalyst prediction with 721,799 reactions and 888 catalyst types from USPTO. Predict which catalyst facilitates the given reaction. Reactant: C(P(C(C)(C)C)C1C=CC=CC=1C1C(C(C)C)=CC(C(C)C)=CC=1C(C)C)(C)(C)C.Br[C:32]1[N:33]=[C:34]2[CH:40]=[CH:39][N:38]([S:41]([C:44]3[CH:50]=[CH:49][C:47]([CH3:48])=[CH:46][CH:45]=3)(=[O:43])=[O:42])[C:35]2=[N:36][CH:37]=1.[C:51](=[O:58])([O:53][C:54]([CH3:57])([CH3:56])[CH3:55])[NH2:52].CC([O-])(C)C.[Na+]. The catalyst class is: 102. Product: [S:41]([N:38]1[C:35]2=[N:36][CH:37]=[C:32]([NH:52][C:51](=[O:58])[O:53][C:54]([CH3:57])([CH3:56])[CH3:55])[N:33]=[C:34]2[CH:40]=[CH:39]1)([C:44]1[CH:50]=[CH:49][C:47]([CH3:48])=[CH:46][CH:45]=1)(=[O:43])=[O:42].